The task is: Predict the product of the given reaction.. This data is from Forward reaction prediction with 1.9M reactions from USPTO patents (1976-2016). (1) Given the reactants Cl.[NH2:2][CH2:3][CH2:4][O:5][C:6]1[CH:7]=[C:8]([C:12]2[CH:13]=[C:14]3[C:19](=[CH:20][C:21]=2[F:22])[N:18]([CH3:23])[C:17](=[O:24])[CH2:16][CH2:15]3)[CH:9]=[N:10][CH:11]=1.[Cl:25][C:26]1[C:27]([C:32](O)=[O:33])=[N:28][CH:29]=[CH:30][CH:31]=1, predict the reaction product. The product is: [F:22][C:21]1[CH:20]=[C:19]2[C:14]([CH2:15][CH2:16][C:17](=[O:24])[N:18]2[CH3:23])=[CH:13][C:12]=1[C:8]1[CH:7]=[C:6]([O:5][CH2:4][CH2:3][NH:2][C:32]([C:27]2[C:26]([Cl:25])=[CH:31][CH:30]=[CH:29][N:28]=2)=[O:33])[CH:11]=[N:10][CH:9]=1. (2) The product is: [CH3:3][O:4][C:5](=[O:20])[CH:6]([C:18]#[N:19])[C:7]([C:9]1[CH:14]=[CH:13][C:12]([F:15])=[CH:11][C:10]=1[O:16][CH3:17])([CH3:1])[CH3:8]. Given the reactants [CH3:1][Li].[CH3:3][O:4][C:5](=[O:20])[C:6]([C:18]#[N:19])=[C:7]([C:9]1[CH:14]=[CH:13][C:12]([F:15])=[CH:11][C:10]=1[O:16][CH3:17])[CH3:8], predict the reaction product. (3) Given the reactants C(ON[C:10]([C@H:12]1[C@H:17]([OH:18])[C@H:16]([OH:19])[C@@H:15]([OH:20])[CH2:14][N:13]1[S:21]([C:24]1[CH:29]=[CH:28][C:27]([O:30][CH3:31])=[CH:26][CH:25]=1)(=[O:23])=[O:22])=[O:11])C1C=CC=CC=1.C[OH:33], predict the reaction product. The product is: [OH:18][C@@H:17]1[C@H:16]([OH:19])[C@@H:15]([OH:20])[CH2:14][N:13]([S:21]([C:24]2[CH:29]=[CH:28][C:27]([O:30][CH3:31])=[CH:26][CH:25]=2)(=[O:23])=[O:22])[C@H:12]1[C:10]([OH:33])=[O:11]. (4) Given the reactants [CH2:1]([N:3]1[C:8](=[O:9])[CH:7]=[C:6](OC)[CH:5]=[N:4]1)[CH3:2].P(Cl)(Cl)([Cl:14])=O, predict the reaction product. The product is: [Cl:14][C:6]1[CH:5]=[N:4][N:3]([CH2:1][CH3:2])[C:8](=[O:9])[CH:7]=1. (5) Given the reactants [CH3:1][C:2]1[CH:7]=[C:6]([CH3:8])[N:5]=[C:4]([N:9]2[CH2:16][CH:15]3[CH:11]([CH2:12][NH:13][CH2:14]3)[CH2:10]2)[N:3]=1.CC(O)=O.[CH3:21][C:22]1[C:30]([CH3:31])=[CH:29][CH:28]=[CH:27][C:23]=1[C:24](O)=[O:25], predict the reaction product. The product is: [CH3:21][C:22]1[C:30]([CH3:31])=[CH:29][CH:28]=[CH:27][C:23]=1[C:24]([N:13]1[CH2:14][CH:15]2[CH:11]([CH2:10][N:9]([C:4]3[N:5]=[C:6]([CH3:8])[CH:7]=[C:2]([CH3:1])[N:3]=3)[CH2:16]2)[CH2:12]1)=[O:25]. (6) Given the reactants CN.O=C1C2C(=CC=CC=2)[C:6](=[O:13])[N:5]1[CH:14]1[CH2:19][CH2:18][CH:17]([O:20][C:21]2[CH:28]=[CH:27][C:24]([C:25]#[N:26])=[C:23]([F:29])[CH:22]=2)[CH2:16][CH2:15]1.C(OC([O:32][C:33]([CH3:36])([CH3:35])[CH3:34])=O)([O:32][C:33]([CH3:36])([CH3:35])[CH3:34])=O, predict the reaction product. The product is: [C:25]([C:24]1[CH:27]=[CH:28][C:21]([O:20][CH:17]2[CH2:16][CH2:15][CH:14]([NH:5][C:6](=[O:13])[O:32][C:33]([CH3:36])([CH3:35])[CH3:34])[CH2:19][CH2:18]2)=[CH:22][C:23]=1[F:29])#[N:26].